From a dataset of Full USPTO retrosynthesis dataset with 1.9M reactions from patents (1976-2016). Predict the reactants needed to synthesize the given product. The reactants are: [H-].[Na+].O[C:4]1[CH:13]=[CH:12][CH:11]=[C:10]2[C:5]=1[CH:6]=[CH:7][CH:8]=[N:9]2.S(C1C=CC(C)=CC=1)([O:17][CH2:18][C@@H:19]1[O:21][CH2:20]1)(=O)=O. Given the product [O:21]1[CH2:20][C@@H:19]1[CH2:18][O:17][C:6]1[C:5]2[C:10](=[CH:11][CH:12]=[CH:13][CH:4]=2)[N:9]=[CH:8][CH:7]=1, predict the reactants needed to synthesize it.